Regression. Given two drug SMILES strings and cell line genomic features, predict the synergy score measuring deviation from expected non-interaction effect. From a dataset of NCI-60 drug combinations with 297,098 pairs across 59 cell lines. (1) Drug 1: C1CN(CCN1C(=O)CCBr)C(=O)CCBr. Drug 2: N.N.Cl[Pt+2]Cl. Cell line: OVCAR3. Synergy scores: CSS=34.1, Synergy_ZIP=1.01, Synergy_Bliss=2.49, Synergy_Loewe=-14.7, Synergy_HSA=-0.0624. (2) Drug 1: CC1C(C(=O)NC(C(=O)N2CCCC2C(=O)N(CC(=O)N(C(C(=O)O1)C(C)C)C)C)C(C)C)NC(=O)C3=C4C(=C(C=C3)C)OC5=C(C(=O)C(=C(C5=N4)C(=O)NC6C(OC(=O)C(N(C(=O)CN(C(=O)C7CCCN7C(=O)C(NC6=O)C(C)C)C)C)C(C)C)C)N)C. Drug 2: C1=NC(=NC(=O)N1C2C(C(C(O2)CO)O)O)N. Cell line: MOLT-4. Synergy scores: CSS=3.96, Synergy_ZIP=-11.8, Synergy_Bliss=-16.1, Synergy_Loewe=-22.1, Synergy_HSA=-20.8. (3) Synergy scores: CSS=61.0, Synergy_ZIP=-8.49, Synergy_Bliss=-9.13, Synergy_Loewe=-21.8, Synergy_HSA=-5.73. Cell line: RPMI-8226. Drug 1: CC1=C2C(C(=O)C3(C(CC4C(C3C(C(C2(C)C)(CC1OC(=O)C(C(C5=CC=CC=C5)NC(=O)C6=CC=CC=C6)O)O)OC(=O)C7=CC=CC=C7)(CO4)OC(=O)C)O)C)OC(=O)C. Drug 2: C1C(C(OC1N2C=NC(=NC2=O)N)CO)O. (4) Drug 1: CC1OCC2C(O1)C(C(C(O2)OC3C4COC(=O)C4C(C5=CC6=C(C=C35)OCO6)C7=CC(=C(C(=C7)OC)O)OC)O)O. Drug 2: CC(C)(C#N)C1=CC(=CC(=C1)CN2C=NC=N2)C(C)(C)C#N. Cell line: SF-268. Synergy scores: CSS=12.3, Synergy_ZIP=-8.75, Synergy_Bliss=-5.65, Synergy_Loewe=-8.04, Synergy_HSA=-6.19. (5) Drug 1: CC1=C(C=C(C=C1)NC2=NC=CC(=N2)N(C)C3=CC4=NN(C(=C4C=C3)C)C)S(=O)(=O)N.Cl. Drug 2: C1=CN(C=N1)CC(O)(P(=O)(O)O)P(=O)(O)O. Cell line: MDA-MB-231. Synergy scores: CSS=13.0, Synergy_ZIP=-0.694, Synergy_Bliss=4.27, Synergy_Loewe=5.69, Synergy_HSA=5.77. (6) Drug 1: C1=CC(=CC=C1CCC2=CNC3=C2C(=O)NC(=N3)N)C(=O)NC(CCC(=O)O)C(=O)O. Drug 2: C1=NC2=C(N=C(N=C2N1C3C(C(C(O3)CO)O)F)Cl)N. Cell line: MOLT-4. Synergy scores: CSS=89.8, Synergy_ZIP=0.511, Synergy_Bliss=0.174, Synergy_Loewe=-0.774, Synergy_HSA=1.00. (7) Drug 1: CC(C)(C#N)C1=CC(=CC(=C1)CN2C=NC=N2)C(C)(C)C#N. Drug 2: CCCCCOC(=O)NC1=NC(=O)N(C=C1F)C2C(C(C(O2)C)O)O. Cell line: SNB-19. Synergy scores: CSS=0.879, Synergy_ZIP=3.96, Synergy_Bliss=5.09, Synergy_Loewe=-3.45, Synergy_HSA=-3.78.